Task: Predict the reactants needed to synthesize the given product.. Dataset: Full USPTO retrosynthesis dataset with 1.9M reactions from patents (1976-2016) Given the product [Br:7][C:8]1[CH:20]=[C:19]([Cl:21])[CH:18]=[CH:17][C:9]=1[O:10][CH:11]1[CH2:15][CH2:14][CH2:13][C:12]1=[CH2:1], predict the reactants needed to synthesize it. The reactants are: [CH3:1]C(C)([O-])C.[K+].[Br:7][C:8]1[CH:20]=[C:19]([Cl:21])[CH:18]=[CH:17][C:9]=1[O:10][CH:11]1[CH2:15][CH2:14][CH2:13][C:12]1=O.